The task is: Predict the reactants needed to synthesize the given product.. This data is from Full USPTO retrosynthesis dataset with 1.9M reactions from patents (1976-2016). (1) Given the product [Cl:1][C:2]1[CH:7]=[CH:6][C:5]([C:8]2[NH:42][C:41]3[N:40]([N:39]=[CH:38][C:37]=3[C:35]3[O:36][C:32]([CH2:30][CH3:31])=[CH:33][N:34]=3)[C:10](=[O:12])[CH:9]=2)=[CH:4][C:3]=1[O:16][CH2:17][CH3:18], predict the reactants needed to synthesize it. The reactants are: [Cl:1][C:2]1[CH:7]=[CH:6][C:5]([C:8](=O)[CH2:9][C:10]([O:12]CC)=O)=[CH:4][C:3]=1[O:16][CH2:17][CH3:18].CC1C=CC(S(O)(=O)=O)=CC=1.[CH2:30]([C:32]1[O:36][C:35]([C:37]2[CH:38]=[N:39][NH:40][C:41]=2[NH2:42])=[N:34][CH:33]=1)[CH3:31]. (2) Given the product [CH3:22][O:21][N:20]([CH3:19])[C:15]([C:5]1[C:6]([C:9]2[CH:10]=[CH:11][CH:12]=[CH:13][CH:14]=2)=[N:7][O:8][C:4]=1[CH:1]1[CH2:2][CH2:3]1)=[O:17], predict the reactants needed to synthesize it. The reactants are: [CH:1]1([C:4]2[O:8][N:7]=[C:6]([C:9]3[CH:14]=[CH:13][CH:12]=[CH:11][CH:10]=3)[C:5]=2[C:15]([OH:17])=O)[CH2:3][CH2:2]1.Cl.[CH3:19][NH:20][O:21][CH3:22].CN1CCOCC1.CN(C)CCCN=C=NCC.Cl. (3) Given the product [Cl:1][C:2]1[CH:3]=[C:4]([NH:17][C:18]2[C:27]3[C:22](=[CH:23][CH:24]=[C:25]([N:28]=[C:31]4[CH2:32][CH2:33][CH2:34][N:30]4[CH3:29])[CH:26]=3)[N:21]=[CH:20][N:19]=2)[CH:5]=[CH:6][C:7]=1[O:8][CH2:9][C:10]1[CH:15]=[CH:14][CH:13]=[C:12]([F:16])[CH:11]=1, predict the reactants needed to synthesize it. The reactants are: [Cl:1][C:2]1[CH:3]=[C:4]([NH:17][C:18]2[C:27]3[C:22](=[CH:23][CH:24]=[C:25]([NH2:28])[CH:26]=3)[N:21]=[CH:20][N:19]=2)[CH:5]=[CH:6][C:7]=1[O:8][CH2:9][C:10]1[CH:15]=[CH:14][CH:13]=[C:12]([F:16])[CH:11]=1.[CH3:29][N:30]1[CH2:34][CH2:33][CH2:32][C:31]1=O.P(Cl)(Cl)(Cl)=O.CCN(CC)CC. (4) Given the product [CH3:1][O:2][C:3](=[O:13])[C:4]1[CH:9]=[CH:8][C:7]([O:10][CH3:11])=[C:6]([O:12][CH2:21][C:22](=[O:23])[C:24]2[CH:25]=[C:26]([CH3:30])[CH:27]=[CH:28][CH:29]=2)[CH:5]=1, predict the reactants needed to synthesize it. The reactants are: [CH3:1][O:2][C:3](=[O:13])[C:4]1[CH:9]=[CH:8][C:7]([O:10][CH3:11])=[C:6]([OH:12])[CH:5]=1.C(=O)([O-])[O-].[K+].[K+].Br[CH2:21][C:22]([C:24]1[CH:25]=[C:26]([CH3:30])[CH:27]=[CH:28][CH:29]=1)=[O:23]. (5) Given the product [CH3:18][C:19]([CH3:24])([CH3:23])[C:20]([NH:9][CH2:8][C:10]1[CH:17]=[CH:16][C:13]([C:14]#[N:15])=[CH:12][CH:11]=1)=[O:21], predict the reactants needed to synthesize it. The reactants are: C(N(CC)CC)C.[C:8]([C:10]1[CH:17]=[CH:16][C:13]([CH2:14][NH2:15])=[CH:12][CH:11]=1)#[N:9].[CH3:18][C:19]([CH3:24])([CH3:23])[C:20](Cl)=[O:21]. (6) Given the product [CH2:1]([O:3][C:4](=[O:20])[C:5]([CH3:7])([O:8][C:9]1[CH:14]=[CH:13][C:12]([S:15][CH2:16][CH2:17][CH2:32][C:31]#[C:30][C:26]2[CH:27]=[CH:28][CH:29]=[C:24]([O:23][C:22]([F:21])([F:40])[F:41])[CH:25]=2)=[CH:11][C:10]=1[CH3:19])[CH3:6])[CH3:2], predict the reactants needed to synthesize it. The reactants are: [CH2:1]([O:3][C:4](=[O:20])[C:5]([O:8][C:9]1[CH:14]=[CH:13][C:12]([S:15][C:16](=O)[CH3:17])=[CH:11][C:10]=1[CH3:19])([CH3:7])[CH3:6])[CH3:2].[F:21][C:22]([F:41])([F:40])[O:23][C:24]1[CH:25]=[C:26]([C:30]#[C:31][CH2:32]CCOS(C)(=O)=O)[CH:27]=[CH:28][CH:29]=1. (7) Given the product [N:2]1([CH2:7][C:8]([N:20]2[C:21](=[O:22])[C@H:17]([CH2:16][C:15]3[CH:40]=[CH:41][C:12]([F:11])=[CH:13][CH:14]=3)[CH2:18][C@H:19]2[C:23]([NH:25][C:26]2[CH:31]=[CH:30][C:29]([O:32][C:33]3[CH:34]=[CH:35][C:36]([F:39])=[CH:37][CH:38]=3)=[CH:28][CH:27]=2)=[O:24])=[O:10])[CH:6]=[N:5][CH:4]=[N:3]1, predict the reactants needed to synthesize it. The reactants are: Cl.[N:2]1([CH2:7][C:8]([OH:10])=O)[CH:6]=[N:5][CH:4]=[N:3]1.[F:11][C:12]1[CH:41]=[CH:40][C:15]([CH2:16][C@H:17]2[C:21](=[O:22])[NH:20][C@H:19]([C:23]([NH:25][C:26]3[CH:31]=[CH:30][C:29]([O:32][C:33]4[CH:38]=[CH:37][C:36]([F:39])=[CH:35][CH:34]=4)=[CH:28][CH:27]=3)=[O:24])[CH2:18]2)=[CH:14][CH:13]=1.